Dataset: Forward reaction prediction with 1.9M reactions from USPTO patents (1976-2016). Task: Predict the product of the given reaction. (1) Given the reactants [H-].[Na+].[Cl:3][C:4]1[CH:5]=[C:6]([NH:10][C:11]([C:13]2[S:17][CH:16]=[N:15][C:14]=2[CH3:18])=[O:12])[CH:7]=[CH:8][CH:9]=1.Br[CH:20]([F:34])[C:21]1[C:30]2[C:25](=[C:26]([F:31])[CH:27]=[CH:28][CH:29]=2)[N:24]=[C:23]([O:32][CH3:33])[CH:22]=1.CCOC(C)=O, predict the reaction product. The product is: [Cl:3][C:4]1[CH:5]=[C:6]([N:10]([CH:20]([F:34])[C:21]2[C:30]3[C:25](=[C:26]([F:31])[CH:27]=[CH:28][CH:29]=3)[N:24]=[C:23]([O:32][CH3:33])[CH:22]=2)[C:11]([C:13]2[S:17][CH:16]=[N:15][C:14]=2[CH3:18])=[O:12])[CH:7]=[CH:8][CH:9]=1. (2) Given the reactants [F:1][C:2]1[CH:10]=[C:9]2[C:5]([C:6]3[CH2:14][CH2:13][NH:12][C:11](=[O:15])[C:7]=3[NH:8]2)=[C:4]2[CH2:16][CH2:17][O:18][C:3]=12.FC1[C:26]2[C:27]3[CH2:31]CNC(=O)[C:28]=3NC=2[CH:26]=[C:27]2[CH2:31]CO[C:28]=12.[OH-:37].[K+].[C:39](=O)([O-:41])[OH:40].[Na+].[C:44](O[C:44]([O:46][C:47]([CH3:50])([CH3:49])[CH3:48])=[O:45])([O:46][C:47]([CH3:50])([CH3:49])[CH3:48])=[O:45].Cl, predict the reaction product. The product is: [C:47]([O:46][C:44]([N:8]1[C:9]2[C:5](=[C:4]3[CH2:16][CH2:17][O:18][C:3]3=[C:2]([F:1])[CH:10]=2)[C:6]([CH2:14][CH2:13][NH:12][C:11]([O:37][C:27]([CH3:26])([CH3:28])[CH3:31])=[O:15])=[C:7]1[C:39]([OH:41])=[O:40])=[O:45])([CH3:50])([CH3:48])[CH3:49]. (3) Given the reactants [H-].[Na+].[Br:3][C:4]1[CH:5]=[C:6]([C:10]([OH:13])([CH3:12])[CH3:11])[CH:7]=[N:8][CH:9]=1.I[CH3:15].O, predict the reaction product. The product is: [Br:3][C:4]1[CH:9]=[N:8][CH:7]=[C:6]([C:10]([O:13][CH3:15])([CH3:11])[CH3:12])[CH:5]=1. (4) Given the reactants [NH:1]1[C:9]2[C:4](=[CH:5][CH:6]=[CH:7][CH:8]=2)[C:3](/[CH:10]=[CH:11]/[C:12]2[CH:17]=[CH:16][C:15]([NH:18][C:19]([N:21]3[CH2:26][CH2:25][N:24]([C:27](=[O:29])[CH3:28])[CH2:23][CH2:22]3)=[O:20])=[CH:14][C:13]=2[N+:30]([O-])=O)=[N:2]1.[Sn].Cl.[OH-].[Na+], predict the reaction product. The product is: [NH2:30][C:13]1[CH:14]=[C:15]([NH:18][C:19]([N:21]2[CH2:26][CH2:25][N:24]([C:27](=[O:29])[CH3:28])[CH2:23][CH2:22]2)=[O:20])[CH:16]=[CH:17][C:12]=1/[CH:11]=[CH:10]/[C:3]1[C:4]2[C:9](=[CH:8][CH:7]=[CH:6][CH:5]=2)[NH:1][N:2]=1. (5) Given the reactants [F:1][C:2]1[CH:3]=[C:4]([C:9]2[N:14]=[C:13]([NH:15][CH2:16][CH2:17][C:18]3[CH:23]=[CH:22][CH:21]=[CH:20][N:19]=3)[C:12]([C:24]([OH:26])=O)=[CH:11][N:10]=2)[CH:5]=[CH:6][C:7]=1[F:8].C(Cl)(=O)C(Cl)=O.[NH2:33][CH2:34][C:35]1[CH:36]=[N:37][CH:38]=[CH:39][CH:40]=1, predict the reaction product. The product is: [F:1][C:2]1[CH:3]=[C:4]([C:9]2[N:14]=[C:13]([NH:15][CH2:16][CH2:17][C:18]3[CH:23]=[CH:22][CH:21]=[CH:20][N:19]=3)[C:12]([C:24]([NH:33][CH2:34][C:35]3[CH:36]=[N:37][CH:38]=[CH:39][CH:40]=3)=[O:26])=[CH:11][N:10]=2)[CH:5]=[CH:6][C:7]=1[F:8]. (6) Given the reactants [Br:1][C:2]1[CH:10]=[CH:9][C:5]2[NH:6][CH:7]=[N:8][C:4]=2[CH:3]=1.C(N(CC)CC)C.[C:18](O[C:18]([O:20][C:21]([CH3:24])([CH3:23])[CH3:22])=[O:19])([O:20][C:21]([CH3:24])([CH3:23])[CH3:22])=[O:19], predict the reaction product. The product is: [Br:1][C:2]1[CH:10]=[CH:9][C:5]2[N:6]([C:18]([O:20][C:21]([CH3:24])([CH3:23])[CH3:22])=[O:19])[CH:7]=[N:8][C:4]=2[CH:3]=1. (7) The product is: [CH3:1][O:2][C:3]([C:5]1[S:9][C:8]2[CH:10]=[C:11]([CH:14]=[O:15])[CH:12]=[CH:13][C:7]=2[C:6]=1[O:17][CH2:18][C:19]([O:21][CH3:22])=[O:20])=[O:4]. Given the reactants [CH3:1][O:2][C:3]([C:5]1[S:9][C:8]2[CH:10]=[C:11]([C:14](O)=[O:15])[CH:12]=[CH:13][C:7]=2[C:6]=1[O:17][CH2:18][C:19]([O:21][CH3:22])=[O:20])=[O:4].C([SnH](CCCC)CCCC)CCC, predict the reaction product. (8) Given the reactants Br[CH2:2][CH2:3][C:4]1[CH:9]=[CH:8][C:7]([C:10]2[CH:15]=[CH:14][C:13]([C:16]([F:19])([F:18])[F:17])=[CH:12][CH:11]=2)=[CH:6][CH:5]=1.C[O:21][C:22](=[O:35])[CH2:23][O:24][C:25]1[CH:30]=[C:29]([O:31][CH3:32])[C:28]([SH:33])=[CH:27][C:26]=1[CH3:34], predict the reaction product. The product is: [CH3:32][O:31][C:29]1[C:28]([S:33][CH2:2][CH2:3][C:4]2[CH:9]=[CH:8][C:7]([C:10]3[CH:15]=[CH:14][C:13]([C:16]([F:19])([F:18])[F:17])=[CH:12][CH:11]=3)=[CH:6][CH:5]=2)=[CH:27][C:26]([CH3:34])=[C:25]([CH:30]=1)[O:24][CH2:23][C:22]([OH:35])=[O:21]. (9) Given the reactants [CH3:1][C:2]1([CH3:17])[O:6][N:5]=[C:4]([S:7][CH2:8][C:9]2[C:10]([C:14](=[O:16])[CH3:15])=[N:11][NH:12][N:13]=2)[CH2:3]1.[CH3:18]I, predict the reaction product. The product is: [CH3:1][C:2]1([CH3:17])[O:6][N:5]=[C:4]([S:7][CH2:8][C:9]2[C:10]([C:14](=[O:16])[CH3:15])=[N:11][N:12]([CH3:18])[N:13]=2)[CH2:3]1.